Dataset: Reaction yield outcomes from USPTO patents with 853,638 reactions. Task: Predict the reaction yield, written as a fraction of the theoretical maximum amount of product (1.0 means a 100% yield; for example, 0.34 means a 34% yield). (1) The reactants are [NH2:1][C:2]1[CH:6]=[C:5]([OH:7])[NH:4][N:3]=1.C1(P(C2C=CC=CC=2)C2C=CC=CC=2)C=CC=CC=1.CC(OC(/N=N/C(OC(C)C)=O)=O)C.[F:41][C:42]1[C:43]([CH2:50]O)=[CH:44][C:45]([O:48][CH3:49])=[N:46][CH:47]=1. The catalyst is C(Cl)Cl.C1COCC1. The product is [F:41][C:42]1[C:43]([CH2:50][O:7][C:5]2[NH:4][N:3]=[C:2]([NH2:1])[CH:6]=2)=[CH:44][C:45]([O:48][CH3:49])=[N:46][CH:47]=1. The yield is 0.260. (2) The reactants are [NH2:1][C:2]1([CH3:16])[C:6]2([CH2:8][CH2:7]2)[CH2:5][N:4](CC2C=CC=CC=2)[CH2:3]1.[ClH:17]. The catalyst is [C].[Pd].CO. The product is [ClH:17].[ClH:17].[NH2:1][C:2]1([CH3:16])[C:6]2([CH2:8][CH2:7]2)[CH2:5][NH:4][CH2:3]1. The yield is 0.800. (3) The reactants are Br[C:2]1[CH:3]=[C:4]([C:8]2[N:9]=[C:10]([C:16]([NH2:18])=[O:17])[N:11]3[CH2:15][CH2:14][NH:13][C:12]=23)[CH:5]=[CH:6][CH:7]=1.[C:19]([C@:21]1([OH:28])[CH2:25][CH2:24][N:23]([CH3:26])[C:22]1=[O:27])#[CH:20]. No catalyst specified. The product is [OH:28][C@@:21]1([C:19]#[C:20][C:2]2[CH:3]=[C:4]([C:8]3[N:9]=[C:10]([C:16]([NH2:18])=[O:17])[N:11]4[CH2:15][CH2:14][NH:13][C:12]=34)[CH:5]=[CH:6][CH:7]=2)[CH2:25][CH2:24][N:23]([CH3:26])[C:22]1=[O:27]. The yield is 0.0400. (4) The reactants are Cl[C:2]1[C:3]2[CH2:16][CH2:15][CH2:14][C:4]=2[N:5]=[C:6]([C:8]2[S:9][C:10]([Cl:13])=[CH:11][CH:12]=2)[N:7]=1.[NH2:17][C:18]1[CH:23]=[CH:22][C:21]([CH2:24][C:25]([OH:27])=[O:26])=[CH:20][CH:19]=1.CC(O)=O.C(OCC)(=O)C. The catalyst is Cl.O. The product is [Cl:13][C:10]1[S:9][C:8]([C:6]2[N:7]=[C:2]([NH:17][C:18]3[CH:19]=[CH:20][C:21]([CH2:24][C:25]([OH:27])=[O:26])=[CH:22][CH:23]=3)[C:3]3[CH2:16][CH2:15][CH2:14][C:4]=3[N:5]=2)=[CH:12][CH:11]=1. The yield is 0.780. (5) The reactants are N#N.Br[C:4]1[CH:5]=[N:6][N:7]([CH:9]([CH3:11])[CH3:10])[CH:8]=1.[CH3:12][C:13]1([CH3:29])[C:17]([CH3:19])([CH3:18])[O:16][B:15]([B:15]2[O:16][C:17]([CH3:19])([CH3:18])[C:13]([CH3:29])([CH3:12])[O:14]2)[O:14]1.C([O-])(=O)C.[K+]. The product is [CH:9]([N:7]1[CH:8]=[C:4]([B:15]2[O:16][C:17]([CH3:19])([CH3:18])[C:13]([CH3:29])([CH3:12])[O:14]2)[CH:5]=[N:6]1)([CH3:11])[CH3:10]. The yield is 0.666. The catalyst is O1CCOCC1.C1C=CC(P(C2C=CC=CC=2)[C-]2C=CC=C2)=CC=1.C1C=CC(P(C2C=CC=CC=2)[C-]2C=CC=C2)=CC=1.Cl[Pd]Cl.[Fe+2].